From a dataset of Peptide-MHC class I binding affinity with 185,985 pairs from IEDB/IMGT. Regression. Given a peptide amino acid sequence and an MHC pseudo amino acid sequence, predict their binding affinity value. This is MHC class I binding data. (1) The peptide sequence is RQFETAFEF. The MHC is Mamu-B3901 with pseudo-sequence Mamu-B3901. The binding affinity (normalized) is 0.780. (2) The peptide sequence is FIKDGSSTY. The MHC is HLA-B57:01 with pseudo-sequence HLA-B57:01. The binding affinity (normalized) is 0. (3) The peptide sequence is REIGFIVPG. The MHC is HLA-B44:03 with pseudo-sequence HLA-B44:03. The binding affinity (normalized) is 0.402. (4) The peptide sequence is LIYYQNEVT. The MHC is HLA-A02:03 with pseudo-sequence HLA-A02:03. The binding affinity (normalized) is 0.209. (5) The peptide sequence is LESSNERSSCI. The MHC is Mamu-B01 with pseudo-sequence Mamu-B01. The binding affinity (normalized) is 0. (6) The peptide sequence is LLTACTIFYI. The MHC is HLA-B54:01 with pseudo-sequence HLA-B54:01. The binding affinity (normalized) is 0.0549.